Dataset: Reaction yield outcomes from USPTO patents with 853,638 reactions. Task: Predict the reaction yield, written as a fraction of the theoretical maximum amount of product (1.0 means a 100% yield; for example, 0.34 means a 34% yield). (1) The reactants are [F:1][C:2]1[CH:3]=[C:4]([C@@H:9]2[NH:23][C:13]3[NH:14][C:15](=[O:22])[N:16]([CH:19]([CH3:21])[CH3:20])[C:17](=[O:18])[C:12]=3[C:11](=O)[CH2:10]2)[CH:5]=[CH:6][C:7]=1[F:8].[Li+].[BH4-].O.CC#N. The catalyst is C1COCC1. The product is [F:1][C:2]1[CH:3]=[C:4]([C@@H:9]2[NH:23][C:13]3[NH:14][C:15](=[O:22])[N:16]([CH:19]([CH3:21])[CH3:20])[C:17](=[O:18])[C:12]=3[CH2:11][CH2:10]2)[CH:5]=[CH:6][C:7]=1[F:8]. The yield is 0.270. (2) The reactants are [Cl:1][C:2]1[CH:7]=[CH:6][C:5]([S:8](Cl)(=[O:10])=[O:9])=[CH:4][CH:3]=1.[NH2:12][C:13]1[CH:14]=[CH:15][CH:16]=[C:17]2[C:22]=1[N:21]=[CH:20][CH:19]=[CH:18]2.O. The catalyst is N1C=CC=CC=1.CN(C1C=CN=CC=1)C. The product is [Cl:1][C:2]1[CH:7]=[CH:6][C:5]([S:8]([NH:12][C:13]2[CH:14]=[CH:15][CH:16]=[C:17]3[C:22]=2[N:21]=[CH:20][CH:19]=[CH:18]3)(=[O:10])=[O:9])=[CH:4][CH:3]=1. The yield is 0.610. (3) The reactants are [CH:1]1([CH2:4][N:5]2[C:9]3[CH:10]=[CH:11][C:12]([C:14](O)=[O:15])=[CH:13][C:8]=3[N:7]=[C:6]2[C:17]2[CH:18]=[CH:19][C:20]3[N:21]([CH2:30][CH3:31])[C:22]4[C:27]([C:28]=3[CH:29]=2)=[CH:26][CH:25]=[CH:24][CH:23]=4)[CH2:3][CH2:2]1.Cl.CN(C)CCCN=C=NCC.ON1C2C=CC=CC=2N=N1.C(N(CC)C(C)C)(C)C.[CH3:63][O:64][CH2:65][CH2:66][NH2:67]. The catalyst is CN(C=O)C. The product is [CH:1]1([CH2:4][N:5]2[C:9]3[CH:10]=[CH:11][C:12]([C:14]([NH:67][CH2:66][CH2:65][O:64][CH3:63])=[O:15])=[CH:13][C:8]=3[N:7]=[C:6]2[C:17]2[CH:18]=[CH:19][C:20]3[N:21]([CH2:30][CH3:31])[C:22]4[C:27]([C:28]=3[CH:29]=2)=[CH:26][CH:25]=[CH:24][CH:23]=4)[CH2:2][CH2:3]1. The yield is 0.560. (4) The reactants are C([O:8][C:9]1[CH:14]=[CH:13][CH:12]=[CH:11][C:10]=1[CH2:15][CH2:16][CH2:17][CH2:18][CH2:19][CH2:20][CH2:21][S:22]([F:25])(=[O:24])=[O:23])C1C=CC=CC=1.B(F)(F)F.CCOCC. The catalyst is C(S)(S)C. The product is [OH:8][C:9]1[CH:14]=[CH:13][CH:12]=[CH:11][C:10]=1[CH2:15][CH2:16][CH2:17][CH2:18][CH2:19][CH2:20][CH2:21][S:22]([F:25])(=[O:24])=[O:23]. The yield is 0.700. (5) The reactants are [NH2:1][N:2]1[C:7](=[O:8])[C:6]([C:9]2[NH:14][C:13]3[CH:15]=[CH:16][CH:17]=[CH:18][C:12]=3[S:11](=[O:20])(=[O:19])[N:10]=2)=[C:5]([OH:21])[C:4]2[S:22][CH:23]=[CH:24][C:3]1=2.[S:25]1[CH:29]=[CH:28][C:27]([CH:30]=O)=[CH:26]1. The catalyst is CN(C)C(=O)C. The product is [O:19]=[S:11]1(=[O:20])[C:12]2[CH:18]=[CH:17][CH:16]=[CH:15][C:13]=2[NH:14][C:9]([C:6]2[C:7](=[O:8])[N:2]([N:1]=[CH:30][C:27]3[CH:28]=[CH:29][S:25][CH:26]=3)[C:3]3[CH:24]=[CH:23][S:22][C:4]=3[C:5]=2[OH:21])=[N:10]1. The yield is 0.630. (6) The reactants are C([C:3]1[C:4]([C:14]2[CH:15]=[C:16]([NH:20][C:21](=[O:26])[CH:22]=[C:23]([CH3:25])[CH3:24])[CH:17]=[CH:18][CH:19]=2)=[N:5][N:6]([CH:8]2[CH2:13][CH2:12][CH2:11][CH2:10][O:9]2)[CH:7]=1)=O.[CH3:27][N:28]([CH2:36][CH2:37][NH:38][CH3:39])[C:29](=[O:35])[O:30][C:31]([CH3:34])([CH3:33])[CH3:32].[BH3-][C:41]#N.[Na+].O. The catalyst is CO.[Cl-].[Cl-].[Zn+2]. The product is [CH3:27][N:28]([CH2:36][CH2:37][N:38]([CH3:41])[CH2:39][C:3]1[C:4]([C:14]2[CH:19]=[CH:18][CH:17]=[C:16]([NH:20][C:21](=[O:26])[CH:22]=[C:23]([CH3:25])[CH3:24])[CH:15]=2)=[N:5][N:6]([CH:8]2[CH2:13][CH2:12][CH2:11][CH2:10][O:9]2)[CH:7]=1)[C:29](=[O:35])[O:30][C:31]([CH3:34])([CH3:33])[CH3:32]. The yield is 0.470. (7) The reactants are [O:1]([C:8]1[CH:9]=[C:10]([N:14]([CH2:22][C:23]2[CH:24]=[C:25]([CH:30]=[CH:31][CH:32]=2)[C:26](OC)=[O:27])[CH2:15][CH:16]([OH:21])[C:17]([F:20])([F:19])[F:18])[CH:11]=[CH:12][CH:13]=1)[C:2]1[CH:7]=[CH:6][CH:5]=[CH:4][CH:3]=1.[H-].[Al+3].[Li+].[H-].[H-].[H-].C1COCC1. The catalyst is ClCCl.C(OCC)(=O)C. The product is [O:1]([C:8]1[CH:9]=[C:10]([N:14]([CH2:22][C:23]2[CH:24]=[C:25]([CH2:26][OH:27])[CH:30]=[CH:31][CH:32]=2)[CH2:15][CH:16]([OH:21])[C:17]([F:18])([F:19])[F:20])[CH:11]=[CH:12][CH:13]=1)[C:2]1[CH:7]=[CH:6][CH:5]=[CH:4][CH:3]=1. The yield is 0.540. (8) The reactants are [Cl:1][C:2]1[CH:7]=[CH:6][N:5]=[C:4]([NH:8][C:9]2[CH:16]=[CH:15][C:12]([C:13]#[N:14])=[CH:11][CH:10]=2)[N:3]=1.[B-](F)(F)(F)F.[N:22]([OH:24])=[O:23]. The catalyst is C(#N)C. The product is [N+:22]([C:10]1[CH:11]=[C:12]([CH:15]=[CH:16][C:9]=1[NH:8][C:4]1[N:3]=[C:2]([Cl:1])[CH:7]=[CH:6][N:5]=1)[C:13]#[N:14])([O-:24])=[O:23]. The yield is 0.640.